Dataset: Full USPTO retrosynthesis dataset with 1.9M reactions from patents (1976-2016). Task: Predict the reactants needed to synthesize the given product. (1) Given the product [CH:30]([NH:33][C:25](=[O:26])[C:24]1[CH:28]=[CH:29][C:21]([C:18]2[N:17]=[C:16]3[N:12]([CH2:11][C:7]4[CH:6]=[C:5]5[C:10](=[CH:9][CH:8]=4)[N:1]=[CH:2][CH:3]=[CH:4]5)[N:13]=[N:14][C:15]3=[CH:20][CH:19]=2)=[CH:22][CH:23]=1)([CH3:32])[CH3:31], predict the reactants needed to synthesize it. The reactants are: [N:1]1[C:10]2[C:5](=[CH:6][C:7]([CH2:11][N:12]3[C:16]4=[N:17][C:18]([C:21]5[CH:29]=[CH:28][C:24]([C:25](O)=[O:26])=[CH:23][CH:22]=5)=[CH:19][CH:20]=[C:15]4[N:14]=[N:13]3)=[CH:8][CH:9]=2)[CH:4]=[CH:3][CH:2]=1.[CH:30]([NH2:33])([CH3:32])[CH3:31]. (2) Given the product [C:21]([O:24][C:25](=[O:26])[N:7]([CH2:6][C:5]1[CH:11]=[CH:12][C:2]([Br:1])=[CH:3][C:4]=1[O:13][C:14]1[CH:15]=[N:16][CH:17]=[CH:18][CH:19]=1)[CH:8]1[CH2:10][CH2:9]1)([CH3:23])([CH3:22])[CH3:20], predict the reactants needed to synthesize it. The reactants are: [Br:1][C:2]1[CH:12]=[CH:11][C:5]([CH2:6][NH:7][CH:8]2[CH2:10][CH2:9]2)=[C:4]([O:13][C:14]2[CH:15]=[N:16][CH:17]=[CH:18][CH:19]=2)[CH:3]=1.[CH3:20][C:21]([O:24][C:25](O[C:25]([O:24][C:21]([CH3:23])([CH3:22])[CH3:20])=[O:26])=[O:26])([CH3:23])[CH3:22]. (3) Given the product [CH2:1]([NH:8][C:9](=[O:28])[C@@H:10]([CH:19]([CH2:1][C:2]1[CH:7]=[CH:6][CH:5]=[CH:4][CH:3]=1)[OH:20])[NH2:11])[C:2]1[CH:3]=[CH:4][CH:5]=[CH:6][CH:7]=1, predict the reactants needed to synthesize it. The reactants are: [CH2:1]([NH:8][C:9](=[O:28])[C@@H:10]([CH2:19][O:20]CC1C=CC=CC=1)[NH:11]C(OC(C)(C)C)=O)[C:2]1[CH:7]=[CH:6][CH:5]=[CH:4][CH:3]=1.Cl. (4) Given the product [Cl:12][C:8]1[CH:7]=[C:6]2[C:11]([C:2]([CH2:14][CH2:15][CH2:16][C:17]([OH:19])=[O:18])=[CH:3][CH:4]=[N:5]2)=[CH:10][CH:9]=1, predict the reactants needed to synthesize it. The reactants are: Cl[C:2]1[C:11]2[C:6](=[CH:7][C:8]([Cl:12])=[CH:9][CH:10]=2)[N:5]=[CH:4][CH:3]=1.N[CH2:14][CH2:15][CH2:16][C:17]([OH:19])=[O:18].C1(O)C=CC=CC=1. (5) Given the product [CH:11]([N:10]1[C:4]2[CH:3]=[C:2]([NH:20][C:21]3[CH:26]=[CH:25][N:24]=[C:23]([N:27]4[CH2:28][CH2:29][C:30]([CH3:34])([OH:33])[CH2:31][CH2:32]4)[N:22]=3)[N:7]=[CH:6][C:5]=2[C:8]([C:14]2([CH3:19])[CH2:18][CH2:17][CH2:16][O:15]2)=[N:9]1)([CH3:13])[CH3:12], predict the reactants needed to synthesize it. The reactants are: Cl[C:2]1[N:7]=[CH:6][C:5]2[C:8]([C:14]3([CH3:19])[CH2:18][CH2:17][CH2:16][O:15]3)=[N:9][N:10]([CH:11]([CH3:13])[CH3:12])[C:4]=2[CH:3]=1.[NH2:20][C:21]1[CH:26]=[CH:25][N:24]=[C:23]([N:27]2[CH2:32][CH2:31][C:30]([CH3:34])([OH:33])[CH2:29][CH2:28]2)[N:22]=1.C1(P(C2CCCCC2)C2C(OC)=CC=C(OC)C=2C2C(C(C)C)=CC(C(C)C)=CC=2C(C)C)CCCCC1.C(=O)([O-])[O-].[Cs+].[Cs+]. (6) Given the product [CH2:1]([O:5][C:6]([C:8]1[N:9]=[C:10]([Br:28])[C:11]2[C:16]([C:17]=1[OH:18])=[CH:15][CH:14]=[C:13]([O:19][C:20]1[CH:21]=[CH:22][C:23]([O:26][CH3:27])=[CH:24][CH:25]=1)[CH:12]=2)=[O:7])[CH2:2][CH2:3][CH3:4], predict the reactants needed to synthesize it. The reactants are: [CH2:1]([O:5][C:6]([C:8]1[N:9]=[CH:10][C:11]2[C:16]([C:17]=1[OH:18])=[CH:15][CH:14]=[C:13]([O:19][C:20]1[CH:25]=[CH:24][C:23]([O:26][CH3:27])=[CH:22][CH:21]=1)[CH:12]=2)=[O:7])[CH2:2][CH2:3][CH3:4].[Br:28]N1C(=O)CCC1=O. (7) Given the product [CH3:1][N:2]1[C:6]([C:7]([NH:8][C:9]2[CH:14]=[CH:13][N:12]3[N:15]=[C:16]([C:18]4[CH:19]=[N:20][CH:21]=[CH:22][CH:23]=4)[N:17]=[C:11]3[CH:10]=2)=[O:24])=[C:5]([C:25]([N:28]2[CH2:32][CH2:31][CH2:30][CH2:29]2)=[O:26])[CH:4]=[N:3]1, predict the reactants needed to synthesize it. The reactants are: [CH3:1][N:2]1[C:6]([C:7](=[O:24])[NH:8][C:9]2[CH:14]=[CH:13][N:12]3[N:15]=[C:16]([C:18]4[CH:19]=[N:20][CH:21]=[CH:22][CH:23]=4)[N:17]=[C:11]3[CH:10]=2)=[C:5]([C:25](O)=[O:26])[CH:4]=[N:3]1.[NH:28]1[CH2:32][CH2:31][CH2:30][CH2:29]1.CCCP(=O)=O.C(N(CC)C(C)C)(C)C. (8) Given the product [Cl:16][C:5]1[CH:6]=[C:7]([C:8]2[CH:13]=[CH:12][C:11]([S:14][CH3:15])=[CH:10][CH:9]=2)[C:2]([C:21]2[CH:20]=[N:19][C:18]([CH3:17])=[CH:23][CH:22]=2)=[N:3][CH:4]=1, predict the reactants needed to synthesize it. The reactants are: Cl[C:2]1[C:7]([C:8]2[CH:13]=[CH:12][C:11]([S:14][CH3:15])=[CH:10][CH:9]=2)=[CH:6][C:5]([Cl:16])=[CH:4][N:3]=1.[CH3:17][C:18]1[CH:23]=[CH:22][C:21]([Sn](C)(C)C)=[CH:20][N:19]=1.